From a dataset of Full USPTO retrosynthesis dataset with 1.9M reactions from patents (1976-2016). Predict the reactants needed to synthesize the given product. (1) Given the product [F:20][C:21]1[CH:26]=[CH:25][C:24]([O:27][C:28]2[CH:29]=[C:30]([CH2:31][NH:32][C:11](=[O:13])[C:10]3[CH:14]=[CH:15][C:16]([CH3:18])=[N:17][C:9]=3[NH2:8])[CH:33]=[CH:34][CH:35]=2)=[CH:23][CH:22]=1, predict the reactants needed to synthesize it. The reactants are: C(N(CC)CC)C.[NH2:8][C:9]1[N:17]=[C:16]([CH3:18])[CH:15]=[CH:14][C:10]=1[C:11]([OH:13])=O.[OH-].[F:20][C:21]1[CH:26]=[CH:25][C:24]([O:27][C:28]2[CH:29]=[C:30]([CH:33]=[CH:34][CH:35]=2)[CH2:31][NH2:32])=[CH:23][CH:22]=1.CN([P+](ON1N=NC2C=CC=CC1=2)(N(C)C)N(C)C)C.F[P-](F)(F)(F)(F)F. (2) Given the product [Cl:22][C:19]1[CH:18]=[CH:17][CH:16]=[C:15]2[C:20]=1[CH2:21][C:12]([CH2:11][N:9]([CH3:10])[C@@H:4]([CH2:5][CH:6]([CH3:7])[CH3:8])[C:3]([OH:25])=[O:2])=[C:13]([CH:23]=[O:24])[O:14]2, predict the reactants needed to synthesize it. The reactants are: C[O:2][C:3](=[O:25])[C@@H:4]([N:9]([CH2:11][C:12]1[CH:13]([CH:23]=[O:24])[O:14][C:15]2[C:20]([CH:21]=1)=[C:19]([Cl:22])[CH:18]=[CH:17][CH:16]=2)[CH3:10])[CH2:5][CH:6]([CH3:8])[CH3:7].O.[OH-].[Li+].